This data is from Peptide-MHC class I binding affinity with 185,985 pairs from IEDB/IMGT. The task is: Regression. Given a peptide amino acid sequence and an MHC pseudo amino acid sequence, predict their binding affinity value. This is MHC class I binding data. The peptide sequence is LSPRTLNA. The MHC is HLA-B27:05 with pseudo-sequence HLA-B27:05. The binding affinity (normalized) is 0.0679.